This data is from Reaction yield outcomes from USPTO patents with 853,638 reactions. The task is: Predict the reaction yield, written as a fraction of the theoretical maximum amount of product (1.0 means a 100% yield; for example, 0.34 means a 34% yield). The reactants are [N:1]1[C:2]([CH2:10][O:11][C:12]2[CH:17]=[CH:16][NH:15][C:14](=[O:18])[CH:13]=2)=[CH:3][N:4]2[CH:9]=[CH:8][CH:7]=[CH:6][C:5]=12.Br[C:20]1[CH:21]=[CH:22][C:23]2[C:24]3[CH2:33][N:32]([C:34]([O:36][C:37]([CH3:40])([CH3:39])[CH3:38])=[O:35])[CH2:31][CH2:30][C:25]=3[N:26]([CH3:29])[C:27]=2[CH:28]=1.OC1C=CC=C2C=1N=CC=C2.C([O-])([O-])=O.[Cs+].[Cs+]. The catalyst is CS(C)=O.[Cu]I. The product is [N:1]1[C:2]([CH2:10][O:11][C:12]2[CH:17]=[CH:16][N:15]([C:20]3[CH:21]=[CH:22][C:23]4[C:24]5[CH2:33][N:32]([C:34]([O:36][C:37]([CH3:40])([CH3:39])[CH3:38])=[O:35])[CH2:31][CH2:30][C:25]=5[N:26]([CH3:29])[C:27]=4[CH:28]=3)[C:14](=[O:18])[CH:13]=2)=[CH:3][N:4]2[CH:9]=[CH:8][CH:7]=[CH:6][C:5]=12. The yield is 0.260.